This data is from Full USPTO retrosynthesis dataset with 1.9M reactions from patents (1976-2016). The task is: Predict the reactants needed to synthesize the given product. Given the product [CH3:1][S:2]([O:5][C:6]1[C:14]([O:15][CH3:16])=[CH:13][C:12]([C:17]2[N:18]([C:28]([O:30][C:31]([CH3:34])([CH3:32])[CH3:33])=[O:29])[C:19]3[C:24]([CH:25]=2)=[CH:23][C:22]([CH2:42][N:38]([CH2:39][CH2:40][OH:41])[CH2:36][CH3:37])=[CH:21][CH:20]=3)=[C:11]2[C:7]=1[CH2:8][NH:9][C:10]2=[O:35])(=[O:3])=[O:4], predict the reactants needed to synthesize it. The reactants are: [CH3:1][S:2]([O:5][C:6]1[C:14]([O:15][CH3:16])=[CH:13][C:12]([C:17]2[N:18]([C:28]([O:30][C:31]([CH3:34])([CH3:33])[CH3:32])=[O:29])[C:19]3[C:24]([CH:25]=2)=[CH:23][C:22](C=O)=[CH:21][CH:20]=3)=[C:11]2[C:7]=1[CH2:8][NH:9][C:10]2=[O:35])(=[O:4])=[O:3].[CH2:36]([NH:38][CH2:39][CH2:40][OH:41])[CH3:37].[C:42](O)(=O)C.C(O[BH-](OC(=O)C)OC(=O)C)(=O)C.[Na+].